From a dataset of Forward reaction prediction with 1.9M reactions from USPTO patents (1976-2016). Predict the product of the given reaction. (1) Given the reactants C(N(CC)CC)C.Cl[C:9]1([C:20]2[CH:25]=[CH:24][CH:23]=[CH:22][C:21]=2[O:26][CH3:27])[C:17]2[C:12](=[CH:13][CH:14]=[C:15]([Cl:18])[CH:16]=2)[NH:11][C:10]1=[O:19].[F:28][C@@H:29]1[CH2:33][NH:32][C@H:31]([C:34]([O:36][CH3:37])=[O:35])[CH2:30]1.C(=O)([O-])O.[Na+], predict the reaction product. The product is: [Cl:18][C:15]1[CH:16]=[C:17]2[C:12](=[CH:13][CH:14]=1)[NH:11][C:10](=[O:19])[C:9]2([N:32]1[CH2:33][C@@H:29]([F:28])[CH2:30][C@H:31]1[C:34]([O:36][CH3:37])=[O:35])[C:20]1[CH:25]=[CH:24][CH:23]=[CH:22][C:21]=1[O:26][CH3:27]. (2) Given the reactants [Cl:1][C:2]1[CH:7]=[C:6]([OH:8])[CH:5]=[CH:4][C:3]=1[NH:9][C:10](=[O:18])OC1C=CC=CC=1.O.[C:20](OCC)(=O)[CH3:21].Cl.C[N:28]([CH3:31])C=O, predict the reaction product. The product is: [Cl:1][C:2]1[CH:7]=[C:6]([OH:8])[CH:5]=[CH:4][C:3]=1[NH:9][C:10]([NH:28][CH:31]1[CH2:21][CH2:20]1)=[O:18]. (3) Given the reactants [F:1][C:2]1[CH:7]=[CH:6][C:5]([C:8]2[N:9]=[C:10]([NH:19][C:20]3[CH:25]=[CH:24][C:23](SC)=[CH:22][CH:21]=3)[C:11]3[N:16]([CH3:17])[N:15]=[C:14]([CH3:18])[C:12]=3[N:13]=2)=[CH:4][CH:3]=1.O[O:29][S:30]([O-:32])=O.[K+].[CH3:34]C(C)=O, predict the reaction product. The product is: [F:1][C:2]1[CH:7]=[CH:6][C:5]([C:8]2[N:9]=[C:10]([NH:19][C:20]3[CH:21]=[CH:22][C:23]([S:30]([CH3:34])(=[O:32])=[O:29])=[CH:24][CH:25]=3)[C:11]3[N:16]([CH3:17])[N:15]=[C:14]([CH3:18])[C:12]=3[N:13]=2)=[CH:4][CH:3]=1. (4) Given the reactants C([Li:5])CCC.[CH3:6][Si:7]([NH:10][Si:11]([CH3:14])([CH3:13])[CH3:12])([CH3:9])[CH3:8], predict the reaction product. The product is: [CH3:6][Si:7]([CH3:9])([CH3:8])[N-:10][Si:11]([CH3:14])([CH3:13])[CH3:12].[Li+:5].